From a dataset of Reaction yield outcomes from USPTO patents with 853,638 reactions. Predict the reaction yield, written as a fraction of the theoretical maximum amount of product (1.0 means a 100% yield; for example, 0.34 means a 34% yield). (1) The reactants are Br[C:2]1[CH:10]=[CH:9][CH:8]=[C:7]2[C:3]=1[C:4]([C:15]([N:17]1[CH2:22][CH2:21][CH:20]([C:23]3[CH:24]=[C:25]([CH:34]=[CH:35][C:36]=3[F:37])[CH2:26][NH:27][C:28](=[O:33])[C:29]([F:32])([F:31])[F:30])[CH2:19][CH2:18]1)=[O:16])=[CH:5][N:6]2[CH2:11][CH2:12][O:13][CH3:14].C(=O)([O-])[O-].[Cs+].[Cs+].[CH2:44]([Cl:46])Cl. The catalyst is O1CCOCC1.O.C1C=CC(P(C2C=CC=CC=2)[C-]2C=CC=C2)=CC=1.C1C=CC(P(C2C=CC=CC=2)[C-]2C=CC=C2)=CC=1.Cl[Pd]Cl.[Fe+2]. The product is [Cl:46][C:44]1[CH:3]=[C:4]([C:2]2[CH:10]=[CH:9][CH:8]=[C:7]3[C:3]=2[C:4]([C:15]([N:17]2[CH2:18][CH2:19][CH:20]([C:23]4[CH:24]=[C:25]([CH:34]=[CH:35][C:36]=4[F:37])[CH2:26][NH:27][C:28](=[O:33])[C:29]([F:31])([F:32])[F:30])[CH2:21][CH2:22]2)=[O:16])=[CH:5][N:6]3[CH2:11][CH2:12][O:13][CH3:14])[CH:5]=[N:6][CH:7]=1. The yield is 0.830. (2) The reactants are Cl[C:2]1[C:11]2[C:6](=[CH:7][C:8]([O:14][CH2:15][CH2:16][CH2:17][N:18]3[CH2:23][CH2:22][O:21][CH2:20][CH2:19]3)=[C:9]([O:12][CH3:13])[CH:10]=2)[N:5]=[CH:4][N:3]=1.[NH2:24][C:25]1[C:30]2[O:31][CH2:32][O:33][C:29]=2[C:28]([C:34]#[C:35][CH2:36][NH:37][C:38]([NH:40][CH3:41])=[O:39])=[CH:27][C:26]=1[Cl:42].C[Si]([N-][Si](C)(C)C)(C)C.[Na+]. The catalyst is CN(C=O)C. The product is [Cl:42][C:26]1[CH:27]=[C:28]([C:34]#[C:35][CH2:36][NH:37][C:38]([NH:40][CH3:41])=[O:39])[C:29]2[O:33][CH2:32][O:31][C:30]=2[C:25]=1[NH:24][C:2]1[C:11]2[C:6](=[CH:7][C:8]([O:14][CH2:15][CH2:16][CH2:17][N:18]3[CH2:23][CH2:22][O:21][CH2:20][CH2:19]3)=[C:9]([O:12][CH3:13])[CH:10]=2)[N:5]=[CH:4][N:3]=1. The yield is 0.610. (3) The reactants are [OH:1]/[N:2]=[C:3](\Cl)/[C:4]1[CH:9]=[CH:8][CH:7]=[CH:6][CH:5]=1.[CH3:11][O:12][C:13](/[CH:15]=[CH:16]/OC(=O)C1C=CC([N+]([O-])=O)=CC=1)=[O:14].C(N(CC)CC)C. The catalyst is ClCCl. The product is [CH3:11][O:12][C:13]([C:15]1[C:3]([C:4]2[CH:9]=[CH:8][CH:7]=[CH:6][CH:5]=2)=[N:2][O:1][CH:16]=1)=[O:14]. The yield is 0.400. (4) The reactants are [C:1]([N:8]1[CH2:13][CH2:12][NH:11][C@H:10]([CH3:14])[CH2:9]1)([O:3][C:4]([CH3:7])([CH3:6])[CH3:5])=[O:2].[NH2:15][C:16]1[NH:17][C:18](=O)[C:19]2[N:25]=[C:24]([C:26]3[CH:31]=[CH:30][C:29]([F:32])=[CH:28][CH:27]=3)[CH:23]=[CH:22][C:20]=2[N:21]=1. The yield is 0.220. No catalyst specified. The product is [C:4]([O:3][C:1]([N:8]1[CH2:13][CH2:12][N:11]([C:18]2[C:19]3[N:25]=[C:24]([C:26]4[CH:31]=[CH:30][C:29]([F:32])=[CH:28][CH:27]=4)[CH:23]=[CH:22][C:20]=3[N:21]=[C:16]([NH2:15])[N:17]=2)[C@H:10]([CH3:14])[CH2:9]1)=[O:2])([CH3:7])([CH3:6])[CH3:5].